This data is from Forward reaction prediction with 1.9M reactions from USPTO patents (1976-2016). The task is: Predict the product of the given reaction. (1) Given the reactants [CH2:1]([NH:3][C:4]([NH:6][C:7]1[CH:12]=[CH:11][C:10]([C:13]2[N:14]=[C:15]([N:23]3[CH2:28][CH2:27][O:26][CH2:25][C@@H:24]3[CH3:29])[C:16]3[CH2:22][CH2:21][NH:20][CH2:19][C:17]=3[N:18]=2)=[CH:9][CH:8]=1)=[O:5])[CH3:2].CN(C)C=O.[O:35]1[CH2:40][CH2:39][CH:38]([CH:41]=O)[CH2:37][CH2:36]1.C(O[BH-](OC(=O)C)OC(=O)C)(=O)C.[Na+], predict the reaction product. The product is: [CH2:1]([NH:3][C:4]([NH:6][C:7]1[CH:8]=[CH:9][C:10]([C:13]2[N:14]=[C:15]([N:23]3[CH2:28][CH2:27][O:26][CH2:25][C@@H:24]3[CH3:29])[C:16]3[CH2:22][CH2:21][N:20]([CH2:41][CH:38]4[CH2:39][CH2:40][O:35][CH2:36][CH2:37]4)[CH2:19][C:17]=3[N:18]=2)=[CH:11][CH:12]=1)=[O:5])[CH3:2]. (2) Given the reactants C([O:3][C:4](=[O:20])[CH2:5][N:6]1[CH2:11][CH2:10][N:9]([C:12](=[O:19])[C:13]2[CH:18]=[CH:17][CH:16]=[CH:15][CH:14]=2)[CH2:8][CH2:7]1)C.[OH-].[Li+].Cl, predict the reaction product. The product is: [C:12]([N:9]1[CH2:8][CH2:7][N:6]([CH2:5][C:4]([OH:20])=[O:3])[CH2:11][CH2:10]1)(=[O:19])[C:13]1[CH:18]=[CH:17][CH:16]=[CH:15][CH:14]=1. (3) Given the reactants [O:1]1[CH2:6][CH2:5][N:4]([C:7]2[CH:12]=[C:11]([C:13]([NH:15][C:16]3[CH:17]=[C:18]([NH:22][C:23](=[O:34])[C:24]4[CH:29]=[C:28](Cl)[CH:27]=[CH:26][C:25]=4[N+:31]([O-:33])=[O:32])[CH:19]=[CH:20][CH:21]=3)=[O:14])[CH:10]=[CH:9][N:8]=2)[CH2:3][CH2:2]1.[CH3:35][N:36]1[CH2:41][CH2:40][NH:39][CH2:38][CH2:37]1, predict the reaction product. The product is: [O:1]1[CH2:6][CH2:5][N:4]([C:7]2[CH:12]=[C:11]([C:13]([NH:15][C:16]3[CH:17]=[C:18]([NH:22][C:23](=[O:34])[C:24]4[CH:29]=[C:28]([N:39]5[CH2:40][CH2:41][N:36]([CH3:35])[CH2:37][CH2:38]5)[CH:27]=[CH:26][C:25]=4[N+:31]([O-:33])=[O:32])[CH:19]=[CH:20][CH:21]=3)=[O:14])[CH:10]=[CH:9][N:8]=2)[CH2:3][CH2:2]1. (4) The product is: [C:26]([NH:25][C:23]1[S:24][C:20]2[CH:19]=[CH:18][CH:17]=[C:16]([NH:15][C:12]([C:7]3[CH:6]=[CH:5][C:4]4[C:9](=[CH:10][CH:11]=[C:2]([Br:1])[CH:3]=4)[CH:8]=3)=[O:13])[C:21]=2[N:22]=1)(=[O:28])[CH3:27]. Given the reactants [Br:1][C:2]1[CH:3]=[C:4]2[C:9](=[CH:10][CH:11]=1)[CH:8]=[C:7]([C:12](Cl)=[O:13])[CH:6]=[CH:5]2.[NH2:15][C:16]1[C:21]2[N:22]=[C:23]([NH:25][C:26](=[O:28])[CH3:27])[S:24][C:20]=2[CH:19]=[CH:18][CH:17]=1, predict the reaction product.